Dataset: Full USPTO retrosynthesis dataset with 1.9M reactions from patents (1976-2016). Task: Predict the reactants needed to synthesize the given product. (1) Given the product [CH3:1][C:2]1[CH:7]=[C:6]([CH3:8])[CH:5]=[C:4]([CH:9]2[CH2:13][CH2:12][CH2:11][O:10]2)[C:3]=1[O:14][CH2:16][C:17]([O:19][CH3:20])=[O:18], predict the reactants needed to synthesize it. The reactants are: [CH3:1][C:2]1[CH:7]=[C:6]([CH3:8])[CH:5]=[C:4]([CH:9]2[CH2:13][CH2:12][CH2:11][O:10]2)[C:3]=1[OH:14].Br[CH2:16][C:17]([O:19][CH3:20])=[O:18].C(=O)([O-])[O-].[Cs+].[Cs+]. (2) Given the product [CH3:1][O:2][C:3]([CH:5]([CH:12]1[NH:17][CH2:16][CH2:15][CH2:14][CH2:13]1)[C:6]1[CH:11]=[CH:10][CH:9]=[CH:8][CH:7]=1)=[O:4].[ClH:18], predict the reactants needed to synthesize it. The reactants are: [CH3:1][O:2][C:3]([CH:5]([CH:12]1[NH:17][CH2:16][CH2:15][CH2:14][CH2:13]1)[C:6]1[CH:7]=[CH:8][CH:9]=[CH:10][CH:11]=1)=[O:4].[ClH:18].C(O)(C)C. (3) Given the product [CH3:13][C:12]([CH3:15])([CH3:14])[CH2:11][N:8]1[C:7]([CH3:16])=[N:6][C:5]2[C:9]1=[N:10][C:2]([C:21]#[N:22])=[N:3][CH:4]=2, predict the reactants needed to synthesize it. The reactants are: Cl[C:2]1[N:10]=[C:9]2[C:5]([N:6]=[C:7]([CH3:16])[N:8]2[CH2:11][C:12]([CH3:15])([CH3:14])[CH3:13])=[CH:4][N:3]=1.[C-]#N.[Na+].C1N2CC[N:22](CC2)[CH2:21]1. (4) Given the product [NH2:8][C:9]1[O:17][C:16]2[C:11](=[N:12][CH:13]=[C:14]([CH:18]3[CH2:22][CH2:21][O:20][CH2:19]3)[CH:15]=2)[C:10]=1[C:23]([NH:26][C:27]1[CH:28]=[N:29][CH:30]=[CH:31][C:32]=1[N:33]1[CH2:38][C@H:37]([C:39]([F:42])([F:41])[F:40])[CH2:36][C@H:35]([NH2:43])[CH2:34]1)=[O:25], predict the reactants needed to synthesize it. The reactants are: C(OC([NH:8][C:9]1[O:17][C:16]2[C:11](=[N:12][CH:13]=[C:14]([CH:18]3[CH2:22][CH2:21][O:20][CH2:19]3)[CH:15]=2)[C:10]=1[C:23]([OH:25])=O)=O)(C)(C)C.[NH2:26][C:27]1[CH:28]=[N:29][CH:30]=[CH:31][C:32]=1[N:33]1[CH2:38][C@H:37]([C:39]([F:42])([F:41])[F:40])[CH2:36][C@H:35]([NH:43]C(=O)OC(C)(C)C)[CH2:34]1.CN(C(ON1N=NC2C=CC=NC1=2)=[N+](C)C)C.F[P-](F)(F)(F)(F)F.CCN(C(C)C)C(C)C. (5) Given the product [CH3:2][N:3]([C:28](=[O:29])[C:27]1[CH:31]=[CH:32][CH:33]=[C:25]([C:24]([F:23])([F:34])[F:35])[CH:26]=1)[C@@H:4]([CH2:16][C:17]1[CH:22]=[CH:21][CH:20]=[CH:19][CH:18]=1)[CH2:5][CH2:6][NH:7][C:8]([C:10]1[CH:15]=[CH:14][CH:13]=[CH:12][N:11]=1)=[O:9], predict the reactants needed to synthesize it. The reactants are: Cl.[CH3:2][NH:3][C@@H:4]([CH2:16][C:17]1[CH:22]=[CH:21][CH:20]=[CH:19][CH:18]=1)[CH2:5][CH2:6][NH:7][C:8]([C:10]1[CH:15]=[CH:14][CH:13]=[CH:12][N:11]=1)=[O:9].[F:23][C:24]([F:35])([F:34])[C:25]1[CH:26]=[C:27]([CH:31]=[CH:32][CH:33]=1)[C:28](O)=[O:29].C1C=CC2N(O)N=NC=2C=1.Cl.C(N(CC)CC)C.